This data is from Reaction yield outcomes from USPTO patents with 853,638 reactions. The task is: Predict the reaction yield, written as a fraction of the theoretical maximum amount of product (1.0 means a 100% yield; for example, 0.34 means a 34% yield). (1) The reactants are [Cl:1][C:2]1[CH:7]=[CH:6][N:5]=[C:4]2[CH:8]=[C:9]([C:11]3[CH:18]=[CH:17][C:14]([CH:15]=[O:16])=[CH:13][N:12]=3)[S:10][C:3]=12.[CH2:19](O)[CH2:20][OH:21].[C@@]12(CS(O)(=O)=O)C(C)(C)C(CC1)CC2=O. The catalyst is C1(C)C=CC=CC=1. The product is [O:16]1[CH2:19][CH2:20][O:21][CH:15]1[C:14]1[CH:17]=[CH:18][C:11]([C:9]2[S:10][C:3]3[C:4](=[N:5][CH:6]=[CH:7][C:2]=3[Cl:1])[CH:8]=2)=[N:12][CH:13]=1. The yield is 0.890. (2) The reactants are C(OC([N:8]1[CH2:13][CH2:12][CH:11]([O:14][C:15]2[CH:20]=[CH:19][CH:18]=[CH:17][C:16]=2[S:21]([CH3:24])(=[O:23])=[O:22])[CH2:10][CH2:9]1)=O)(C)(C)C.[ClH:25]. The catalyst is O1CCOCC1. The product is [ClH:25].[CH3:24][S:21]([C:16]1[CH:17]=[CH:18][CH:19]=[CH:20][C:15]=1[O:14][CH:11]1[CH2:10][CH2:9][NH:8][CH2:13][CH2:12]1)(=[O:23])=[O:22]. The yield is 0.807. (3) The product is [ClH:1].[ClH:14].[Cl:14][C:15]1[CH:20]=[CH:19][C:18]([CH:21]([C:23]2[N:27]3[CH2:28][CH2:29][N:30]([C:2]4[C:3]5[C@H:10]([CH3:11])[CH2:9][CH2:8][C:4]=5[N:5]=[CH:6][N:7]=4)[CH2:31][C:26]3=[N:25][N:24]=2)[NH2:22])=[CH:17][CH:16]=1. The reactants are [Cl:1][C:2]1[C:3]2[C@H:10]([CH3:11])[CH2:9][CH2:8][C:4]=2[N:5]=[CH:6][N:7]=1.Cl.Cl.[Cl:14][C:15]1[CH:20]=[CH:19][C:18]([CH:21]([C:23]2[N:27]3[CH2:28][CH2:29][NH:30][CH2:31][C:26]3=[N:25][N:24]=2)[NH2:22])=[CH:17][CH:16]=1. No catalyst specified. The yield is 0.640. (4) The reactants are N[C:2]1[C:10]([F:11])=[CH:9][CH:8]=[CH:7][C:3]=1[C:4]([OH:6])=[O:5].C(#N)C.[BrH:15].N([O-])=O.[Na+]. The catalyst is O. The product is [Br:15][C:2]1[C:10]([F:11])=[CH:9][CH:8]=[CH:7][C:3]=1[C:4]([OH:6])=[O:5]. The yield is 0.780. (5) The yield is 0.160. The product is [CH3:41][C:40]1([CH3:42])[C:36]([CH3:35])([CH3:53])[O:37][B:38]([C:43]2[CH:44]=[C:45]([CH2:49][C:50]([N:1]3[CH2:6][CH2:5][CH:4]([C:7]4[CH:8]=[C:9]([CH:22]=[CH:23][CH:24]=4)[CH2:10][NH:11][C:12](=[O:21])[O:13][CH2:14][C:15]4[CH:20]=[CH:19][CH:18]=[CH:17][CH:16]=4)[CH2:3][CH2:2]3)=[O:51])[CH:46]=[CH:47][CH:48]=2)[O:39]1. The catalyst is CN(C=O)C.C(OC(=O)C)C. The reactants are [NH:1]1[CH2:6][CH2:5][CH:4]([C:7]2[CH:8]=[C:9]([CH:22]=[CH:23][CH:24]=2)[CH2:10][NH:11][C:12](=[O:21])[O:13][CH2:14][C:15]2[CH:20]=[CH:19][CH:18]=[CH:17][CH:16]=2)[CH2:3][CH2:2]1.C1C=CC2N(O)N=NC=2C=1.[CH3:35][C:36]1([CH3:53])[C:40]([CH3:42])([CH3:41])[O:39][B:38]([C:43]2[CH:44]=[C:45]([CH2:49][C:50](O)=[O:51])[CH:46]=[CH:47][CH:48]=2)[O:37]1.CCN(C(C)C)C(C)C. (6) The reactants are C(OC([N:6]1[CH2:10][CH2:9][CH:8]([CH2:11][O:12][C:13]([O:15][CH:16]=[CH2:17])=[O:14])[CH2:7]1)=O)=C.[ClH:18]. The catalyst is C(Cl)Cl. The product is [ClH:18].[CH:16]([O:15][C:13](=[O:14])[O:12][CH2:11][CH:8]1[CH2:9][CH2:10][NH:6][CH2:7]1)=[CH2:17]. The yield is 0.990. (7) The reactants are [I:1][C:2]1[N:11]=[CH:10][C:9]2[CH2:8][CH2:7][C:6]3[C:12]([C:16]([O:18]CC)=O)=[N:13][N:14]([CH3:15])[C:5]=3[C:4]=2[N:3]=1.O.[NH4+:22]. The catalyst is CO. The product is [I:1][C:2]1[N:11]=[CH:10][C:9]2[CH2:8][CH2:7][C:6]3[C:12]([C:16]([NH2:22])=[O:18])=[N:13][N:14]([CH3:15])[C:5]=3[C:4]=2[N:3]=1. The yield is 0.540. (8) The reactants are [C:1]([C:4]1[CH:22]=[CH:21][CH:20]=[CH:19][C:5]=1[O:6][C:7]1[CH:15]=[CH:14][C:10]([C:11]([OH:13])=[O:12])=[CH:9][C:8]=1[N+:16]([O-])=O)([OH:3])=[O:2]. The catalyst is CO.O=[Pt]=O.[Pd]. The product is [NH2:16][C:8]1[CH:9]=[C:10]([CH:14]=[CH:15][C:7]=1[O:6][C:5]1[CH:19]=[CH:20][CH:21]=[CH:22][C:4]=1[C:1]([OH:3])=[O:2])[C:11]([OH:13])=[O:12]. The yield is 1.00. (9) The reactants are [F:1][C:2]1[C:7]([C:8]2[N:12](S(C3C=CC=CC=3)(=O)=O)[CH:11]=[C:10]([CH:22]=[O:23])[CH:9]=2)=[CH:6][CH:5]=[CH:4][N:3]=1.[OH-].[Na+]. The catalyst is CO.O1CCCC1.[Cl-].[Na+].O. The product is [F:1][C:2]1[C:7]([C:8]2[NH:12][CH:11]=[C:10]([CH:22]=[O:23])[CH:9]=2)=[CH:6][CH:5]=[CH:4][N:3]=1. The yield is 0.790.